From a dataset of NCI-60 drug combinations with 297,098 pairs across 59 cell lines. Regression. Given two drug SMILES strings and cell line genomic features, predict the synergy score measuring deviation from expected non-interaction effect. (1) Cell line: SNB-19. Drug 2: CC1=C2C(C(=O)C3(C(CC4C(C3C(C(C2(C)C)(CC1OC(=O)C(C(C5=CC=CC=C5)NC(=O)OC(C)(C)C)O)O)OC(=O)C6=CC=CC=C6)(CO4)OC(=O)C)O)C)O. Drug 1: CC(C)(C#N)C1=CC(=CC(=C1)CN2C=NC=N2)C(C)(C)C#N. Synergy scores: CSS=-2.73, Synergy_ZIP=1.08, Synergy_Bliss=-5.94, Synergy_Loewe=-16.8, Synergy_HSA=-15.9. (2) Drug 1: CC1=CC=C(C=C1)C2=CC(=NN2C3=CC=C(C=C3)S(=O)(=O)N)C(F)(F)F. Drug 2: CC1=C(C=C(C=C1)C(=O)NC2=CC(=CC(=C2)C(F)(F)F)N3C=C(N=C3)C)NC4=NC=CC(=N4)C5=CN=CC=C5. Cell line: HT29. Synergy scores: CSS=0.988, Synergy_ZIP=3.46, Synergy_Bliss=7.69, Synergy_Loewe=4.07, Synergy_HSA=3.10.